This data is from Reaction yield outcomes from USPTO patents with 853,638 reactions. The task is: Predict the reaction yield, written as a fraction of the theoretical maximum amount of product (1.0 means a 100% yield; for example, 0.34 means a 34% yield). (1) The reactants are [OH:1][C:2]1([C:19]2[CH:24]=[CH:23][CH:22]=[CH:21][CH:20]=2)[CH2:18][CH:5]2[CH2:6][N:7]([CH2:9][C:10]([C:12]3[CH:17]=[CH:16][CH:15]=[CH:14][CH:13]=3)=[O:11])[CH2:8][CH:4]2[CH2:3]1.[BH4-].[Na+]. The catalyst is C(O)C. The product is [OH:11][CH:10]([C:12]1[CH:17]=[CH:16][CH:15]=[CH:14][CH:13]=1)[CH2:9][N:7]1[CH2:8][CH:4]2[CH2:3][C:2]([C:19]3[CH:20]=[CH:21][CH:22]=[CH:23][CH:24]=3)([OH:1])[CH2:18][CH:5]2[CH2:6]1. The yield is 0.400. (2) The reactants are C1(P(C2C=CC=CC=2)C2C=CC=CC=2)C=CC=CC=1.BrN1C(=O)CCC1=O.[Cl:28][C:29]1[CH:30]=[C:31]([C@@H:39]([CH2:43][CH:44]2[CH2:48][CH2:47][CH2:46][CH2:45]2)[C:40]([OH:42])=O)[CH:32]=[CH:33][C:34]=1[S:35]([CH3:38])(=[O:37])=[O:36].[NH2:49][C:50]1[CH:55]=[CH:54][CH:53]=[CH:52][N:51]=1.N1C=CC=CC=1. The catalyst is C(Cl)Cl.O. The product is [Cl:28][C:29]1[CH:30]=[C:31]([C@@H:39]([CH2:43][CH:44]2[CH2:48][CH2:47][CH2:46][CH2:45]2)[C:40]([NH:49][C:50]2[CH:55]=[CH:54][CH:53]=[CH:52][N:51]=2)=[O:42])[CH:32]=[CH:33][C:34]=1[S:35]([CH3:38])(=[O:36])=[O:37]. The yield is 0.815. (3) The reactants are I[CH2:2][CH2:3][CH:4]1[CH2:9][CH2:8][N:7]([C:10]([O:12][C:13]([CH3:16])([CH3:15])[CH3:14])=[O:11])[CH2:6][CH2:5]1.[CH3:17][S-:18].[Na+]. The catalyst is CN(C=O)C.CCOC(C)=O. The product is [CH3:17][S:18][CH2:2][CH2:3][CH:4]1[CH2:9][CH2:8][N:7]([C:10]([O:12][C:13]([CH3:16])([CH3:15])[CH3:14])=[O:11])[CH2:6][CH2:5]1. The yield is 0.990. (4) The reactants are [Br:1][C:2]1[CH:9]=[CH:8][C:5]([CH:6]=O)=[CH:4][N:3]=1.[NH:10]1[CH2:15][CH2:14][O:13][CH2:12][CH2:11]1.C(O[BH-](OC(=O)C)OC(=O)C)(=O)C.[Na+]. The catalyst is ClCCCl. The product is [Br:1][C:2]1[N:3]=[CH:4][C:5]([CH2:6][N:10]2[CH2:15][CH2:14][O:13][CH2:12][CH2:11]2)=[CH:8][CH:9]=1. The yield is 0.579. (5) The reactants are [S:1]1[C:5]2[CH:6]=[C:7]([N:10]3[CH2:14][CH:13]([C:15]([F:18])([F:17])[F:16])[NH:12][C:11]3=[O:19])[CH:8]=[CH:9][C:4]=2[N:3]=[CH:2]1.Br[C:21]1[CH:22]=[N:23][CH:24]=[CH:25][CH:26]=1.C1(N)CCCCC1N.P([O-])([O-])([O-])=O.[K+].[K+].[K+]. The catalyst is [Cu](I)I.O1CCOCC1. The product is [S:1]1[C:5]2[CH:6]=[C:7]([N:10]3[CH2:14][CH:13]([C:15]([F:17])([F:18])[F:16])[N:12]([C:21]4[CH:22]=[N:23][CH:24]=[CH:25][CH:26]=4)[C:11]3=[O:19])[CH:8]=[CH:9][C:4]=2[N:3]=[CH:2]1. The yield is 0.238. (6) The reactants are [S:1]1[CH:5]=[CH:4][C:3]([N:6]2[C:14]3[C:9](=[CH:10][CH:11]=[CH:12][CH:13]=3)[C:8](=O)[C:7]2=[O:16])=[CH:2]1.[F:17][C:18]([F:27])([F:26])[C:19]1[CH:20]=[C:21]([CH:23]=[CH:24][CH:25]=1)[NH2:22]. No catalyst specified. The product is [S:1]1[CH:5]=[CH:4][C:3]([N:6]2[C:14]3[C:9](=[CH:10][CH:11]=[CH:12][CH:13]=3)[C:8](=[N:22][C:21]3[CH:23]=[CH:24][CH:25]=[C:19]([C:18]([F:17])([F:26])[F:27])[CH:20]=3)[C:7]2=[O:16])=[CH:2]1. The yield is 0.220. (7) The reactants are [CH:1]1([NH:4][C:5](=[O:8])[CH2:6][SH:7])[CH2:3][CH2:2]1.C[O-].[Na+].Cl[C:13]1[N:20]=[C:19]([O:21][CH2:22][CH2:23][O:24][CH3:25])[C:18]([Cl:26])=[C:17]([CH3:27])[C:14]=1[C:15]#[N:16].ClC1C(Cl)=NC(OCCOC)=C(C=1C)C#N. The catalyst is CO.CCOC(C)=O.CCCCCC.O. The product is [CH:1]1([NH:4][C:5]([C:6]2[S:7][C:13]3=[N:20][C:19]([O:21][CH2:22][CH2:23][O:24][CH3:25])=[C:18]([Cl:26])[C:17]([CH3:27])=[C:14]3[C:15]=2[NH2:16])=[O:8])[CH2:3][CH2:2]1. The yield is 0.100. (8) The reactants are [CH3:1][O:2][C:3](=[O:16])[C:4]([NH:8][C:9]([O:11][C:12]([CH3:15])([CH3:14])[CH3:13])=[O:10])([CH3:7])[CH2:5][OH:6].CO[C:19](OC)([CH3:21])[CH3:20].B(F)(F)F.CCOCC. The catalyst is CC(C)=O. The product is [CH3:1][O:2][C:3]([C:4]1([CH3:7])[CH2:5][O:6][C:19]([CH3:21])([CH3:20])[N:8]1[C:9]([O:11][C:12]([CH3:15])([CH3:14])[CH3:13])=[O:10])=[O:16]. The yield is 0.850.